This data is from Catalyst prediction with 721,799 reactions and 888 catalyst types from USPTO. The task is: Predict which catalyst facilitates the given reaction. (1) Reactant: [CH2:1]([OH:8])[C:2]1[CH:7]=[CH:6][CH:5]=[CH:4][CH:3]=1.Cl[C:10]1[C:15]([C:16]#[N:17])=[CH:14][CH:13]=[CH:12][N:11]=1.CN(C)C=O.[H-].[Na+]. Product: [CH2:1]([O:8][C:10]1[N:11]=[CH:12][CH:13]=[CH:14][C:15]=1[C:16]#[N:17])[C:2]1[CH:7]=[CH:6][CH:5]=[CH:4][CH:3]=1. The catalyst class is: 6. (2) Reactant: [C:1](=O)([O-])[O-].[K+].[K+].[C:7]([O:11][C:12]([NH:14][C@H:15]([C:28]([OH:30])=[O:29])[CH2:16][C:17]1[C:25]2[C:20](=[CH:21][CH:22]=[CH:23][CH:24]=2)[N:19]([CH:26]=[O:27])[CH:18]=1)=[O:13])([CH3:10])([CH3:9])[CH3:8].IC. Product: [C:7]([O:11][C:12]([NH:14][C@H:15]([C:28]([O:30][CH3:1])=[O:29])[CH2:16][C:17]1[C:25]2[C:20](=[CH:21][CH:22]=[CH:23][CH:24]=2)[N:19]([CH:26]=[O:27])[CH:18]=1)=[O:13])([CH3:10])([CH3:8])[CH3:9]. The catalyst class is: 3. (3) Product: [NH2:24][C:20]1[CH:19]=[C:18]([CH:11]([C:8]2[CH:9]=[CH:10][C:5]([C:4]([N:3]([CH2:28][CH3:29])[CH2:1][CH3:2])=[O:27])=[CH:6][CH:7]=2)[N:12]2[CH2:17][CH2:16][N:15]([C:30]([O:32][C:33]([CH3:36])([CH3:35])[CH3:34])=[O:31])[CH2:14][CH2:13]2)[CH:23]=[CH:22][CH:21]=1. Reactant: [CH2:1]([N:3]([CH2:28][CH3:29])[C:4](=[O:27])[C:5]1[CH:10]=[CH:9][C:8]([C@@H:11]([C:18]2[CH:23]=[CH:22][CH:21]=[C:20]([N+:24]([O-])=O)[CH:19]=2)[N:12]2[CH2:17][CH2:16][NH:15][CH2:14][CH2:13]2)=[CH:7][CH:6]=1)[CH3:2].[C:30](O[C:30]([O:32][C:33]([CH3:36])([CH3:35])[CH3:34])=[O:31])([O:32][C:33]([CH3:36])([CH3:35])[CH3:34])=[O:31].C(=O)([O-])[O-].[Na+].[Na+]. The catalyst class is: 38. (4) Reactant: [F:1][CH:2]([F:21])[C:3]1[C:8]([C:9]([O:11]CC)=[O:10])=[CH:7][N:6]=[C:5]([C:14]([F:20])([F:19])[C:15]([F:18])([F:17])[F:16])[N:4]=1.[OH-].[Na+].Cl. Product: [F:21][CH:2]([F:1])[C:3]1[C:8]([C:9]([OH:11])=[O:10])=[CH:7][N:6]=[C:5]([C:14]([F:20])([F:19])[C:15]([F:16])([F:17])[F:18])[N:4]=1. The catalyst class is: 8.